From a dataset of Peptide-MHC class I binding affinity with 185,985 pairs from IEDB/IMGT. Regression. Given a peptide amino acid sequence and an MHC pseudo amino acid sequence, predict their binding affinity value. This is MHC class I binding data. The peptide sequence is WQLTSIWPI. The MHC is HLA-B83:01 with pseudo-sequence HLA-B83:01. The binding affinity (normalized) is 0.213.